From a dataset of Forward reaction prediction with 1.9M reactions from USPTO patents (1976-2016). Predict the product of the given reaction. (1) Given the reactants [NH2:1][C:2]1[CH:7]=[CH:6][C:5]([S:8][C:9]2[C:18]3[N:17]=[CH:16][C:15](=[O:19])[NH:14][C:13]=3[N:12]=[CH:11][CH:10]=2)=[CH:4][CH:3]=1.[F:20][C:21]1[CH:26]=[CH:25][C:24]([C:27]([F:30])([F:29])[F:28])=[CH:23][C:22]=1[N:31]=[C:32]=[O:33], predict the reaction product. The product is: [F:20][C:21]1[CH:26]=[CH:25][C:24]([C:27]([F:30])([F:29])[F:28])=[CH:23][C:22]=1[NH:31][C:32]([NH:1][C:2]1[CH:7]=[CH:6][C:5]([S:8][C:9]2[C:18]3[N:17]=[CH:16][C:15](=[O:19])[NH:14][C:13]=3[N:12]=[CH:11][CH:10]=2)=[CH:4][CH:3]=1)=[O:33]. (2) Given the reactants [C:1]([O:5][C:6]([CH3:9])([CH3:8])[CH3:7])(=[O:4])[CH:2]=[CH2:3].C(N(CC)CC)C.CC1C(P(C2C(C)=CC=CC=2)C2C(C)=CC=CC=2)=CC=CC=1.Br[C:40]1[CH:41]=[N:42][C:43]([O:46][CH3:47])=[CH:44][CH:45]=1, predict the reaction product. The product is: [CH3:47][O:46][C:43]1[N:42]=[CH:41][C:40]([CH:3]=[CH:2][C:1]([O:5][C:6]([CH3:9])([CH3:8])[CH3:7])=[O:4])=[CH:45][CH:44]=1. (3) Given the reactants [C:1]([O:5][C:6]([NH:8][CH:9]1[CH2:14][CH2:13][N:12]([C:15]([O:17][CH2:18][C:19]2[CH:24]=[C:23]([C:25]([F:28])([F:27])[F:26])[CH:22]=[C:21](Br)[CH:20]=2)=[O:16])[CH2:11][CH2:10]1)=[O:7])([CH3:4])([CH3:3])[CH3:2].[CH3:30][N:31](C=O)C, predict the reaction product. The product is: [C:1]([O:5][C:6]([NH:8][CH:9]1[CH2:14][CH2:13][N:12]([C:15]([O:17][CH2:18][C:19]2[CH:24]=[C:23]([C:25]([F:28])([F:27])[F:26])[CH:22]=[C:21]([C:30]#[N:31])[CH:20]=2)=[O:16])[CH2:11][CH2:10]1)=[O:7])([CH3:4])([CH3:3])[CH3:2]. (4) Given the reactants [C:1]([O:5][C:6]([N:8]1[CH2:13][CH2:12][N:11]([C:14]([C:16]2[C:17]3[C:31]([C:32]#[C:33][CH:34]4[CH2:39][CH2:38][CH2:37][CH2:36][CH2:35]4)=[N:30][N:29]([CH:40]4[CH2:45][CH2:44][CH2:43][CH2:42][O:41]4)[C:18]=3[N:19]=[C:20]([C:22]3[CH:27]=[CH:26][C:25]([OH:28])=[CH:24][CH:23]=3)[CH:21]=2)=[O:15])[CH2:10][CH2:9]1)=[O:7])([CH3:4])([CH3:3])[CH3:2], predict the reaction product. The product is: [C:1]([O:5][C:6]([N:8]1[CH2:9][CH2:10][N:11]([C:14]([C:16]2[C:17]3[C:31]([CH2:32][CH2:33][CH:34]4[CH2:35][CH2:36][CH2:37][CH2:38][CH2:39]4)=[N:30][N:29]([CH:40]4[CH2:45][CH2:44][CH2:43][CH2:42][O:41]4)[C:18]=3[N:19]=[C:20]([C:22]3[CH:23]=[CH:24][C:25]([OH:28])=[CH:26][CH:27]=3)[CH:21]=2)=[O:15])[CH2:12][CH2:13]1)=[O:7])([CH3:4])([CH3:2])[CH3:3]. (5) The product is: [Br:10][C:11]1[CH:12]=[C:13]([CH2:18][C@@H:19]([OH:24])[C:20]([O:22][CH3:23])=[O:21])[CH:14]=[CH:15][C:16]=1[O:17][CH2:26][O:27][CH2:28][CH2:29][Si:30]([CH3:33])([CH3:32])[CH3:31]. Given the reactants C(N(C(C)C)C(C)C)C.[Br:10][C:11]1[CH:12]=[C:13]([CH2:18][C@@H:19]([OH:24])[C:20]([O:22][CH3:23])=[O:21])[CH:14]=[CH:15][C:16]=1[OH:17].Cl[CH2:26][O:27][CH2:28][CH2:29][Si:30]([CH3:33])([CH3:32])[CH3:31], predict the reaction product. (6) Given the reactants [CH:1]1[C:14]2[C:15]3=[C:16]4[C:11](=[CH:12][CH:13]=2)[CH:10]=[CH:9][CH:8]=[C:7]4[CH:6]=[CH:5][C:4]3=[CH:3][CH:2]=1.[C:17](Cl)(=[O:24])[C:18]1[CH:23]=[CH:22][CH:21]=[CH:20][CH:19]=1.Cl[CH2:27][CH2:28]Cl.[Cl-].[Al+3].[Cl-].[Cl-].[CH3:34][OH:35], predict the reaction product. The product is: [C:17]([C:9]1[CH:8]=[C:7]2[C:16]3=[C:15]4[C:4](=[CH:3][C:2]([C:34](=[O:35])[C:28]5[CH:27]=[CH:3][CH:2]=[CH:1][CH:14]=5)=[CH:1][C:14]4=[CH:13][CH:12]=[C:11]3[CH:10]=1)[CH:5]=[CH:6]2)(=[O:24])[C:18]1[CH:23]=[CH:22][CH:21]=[CH:20][CH:19]=1. (7) Given the reactants [Cl:1][C:2]1[C:3]([C:21]([F:24])([F:23])[F:22])=[CH:4][C:5]([N+:18]([O-:20])=[O:19])=[C:6]([NH:8][C:9]2[CH:14]=[CH:13][C:12]([CH2:15][CH2:16][OH:17])=[CH:11][CH:10]=2)[CH:7]=1.[C:25]1([CH3:37])[CH:30]=[CH:29][C:28]([S:31]([N:34]=[C:35]=[O:36])(=[O:33])=[O:32])=[CH:27][CH:26]=1, predict the reaction product. The product is: [CH3:37][C:25]1[CH:30]=[CH:29][C:28]([S:31]([NH:34][C:35](=[O:36])[O:17][CH2:16][CH2:15][C:12]2[CH:13]=[CH:14][C:9]([NH:8][C:6]3[CH:7]=[C:2]([Cl:1])[C:3]([C:21]([F:22])([F:23])[F:24])=[CH:4][C:5]=3[N+:18]([O-:20])=[O:19])=[CH:10][CH:11]=2)(=[O:33])=[O:32])=[CH:27][CH:26]=1.